This data is from Forward reaction prediction with 1.9M reactions from USPTO patents (1976-2016). The task is: Predict the product of the given reaction. (1) Given the reactants [Cl:1][C:2]1[CH:3]=[C:4]([NH:22][C:23](=[O:28])[CH2:24][C:25]([OH:27])=[O:26])[CH:5]=[C:6]([CH3:21])[C:7]=1[O:8][C:9]1[CH:10]=[C:11]2[C:15](=[CH:16][CH:17]=1)[NH:14][CH:13]=[C:12]2[CH:18]([CH3:20])[CH3:19].[OH-].[Ca+2:30].[OH-], predict the reaction product. The product is: [Cl:1][C:2]1[CH:3]=[C:4]([NH:22][C:23](=[O:28])[CH2:24][C:25]([O-:27])=[O:26])[CH:5]=[C:6]([CH3:21])[C:7]=1[O:8][C:9]1[CH:10]=[C:11]2[C:15](=[CH:16][CH:17]=1)[NH:14][CH:13]=[C:12]2[CH:18]([CH3:19])[CH3:20].[Cl:1][C:2]1[CH:3]=[C:4]([NH:22][C:23](=[O:28])[CH2:24][C:25]([O-:27])=[O:26])[CH:5]=[C:6]([CH3:21])[C:7]=1[O:8][C:9]1[CH:10]=[C:11]2[C:15](=[CH:16][CH:17]=1)[NH:14][CH:13]=[C:12]2[CH:18]([CH3:19])[CH3:20].[Ca+2:30]. (2) Given the reactants [CH2:1]([N:8]1[CH2:20][CH2:19][C:11]2[N:12]=[C:13](Cl)[N:14]=[C:15]([O:16][CH3:17])[C:10]=2[CH2:9]1)[C:2]1[CH:7]=[CH:6][CH:5]=[CH:4][CH:3]=1.[CH3:21][C:22]1[C:30]2[C:25](=[CH:26][CH:27]=[CH:28][C:29]=2B2OC(C)(C)C(C)(C)O2)[N:24]([S:40]([C:43]2[CH:49]=[CH:48][C:46]([CH3:47])=[CH:45][CH:44]=2)(=[O:42])=[O:41])[CH:23]=1.C([O-])([O-])=O.[Na+].[Na+], predict the reaction product. The product is: [CH2:1]([N:8]1[CH2:20][CH2:19][C:11]2[N:12]=[C:13]([C:29]3[CH:28]=[CH:27][CH:26]=[C:25]4[C:30]=3[C:22]([CH3:21])=[CH:23][N:24]4[S:40]([C:43]3[CH:49]=[CH:48][C:46]([CH3:47])=[CH:45][CH:44]=3)(=[O:42])=[O:41])[N:14]=[C:15]([O:16][CH3:17])[C:10]=2[CH2:9]1)[C:2]1[CH:7]=[CH:6][CH:5]=[CH:4][CH:3]=1. (3) Given the reactants [Cl:1][C:2]1[N:7]=[C:6]([NH2:8])[C:5]([CH3:9])=[CH:4][N:3]=1.Br[C:11]1[CH:16]=[CH:15][C:14]([F:17])=[C:13]([O:18][CH3:19])[CH:12]=1.CC1(C)C2C(=C(P(C3C=CC=CC=3)C3C=CC=CC=3)C=CC=2)OC2C(P(C3C=CC=CC=3)C3C=CC=CC=3)=CC=CC1=2.C(=O)([O-])[O-].[Cs+].[Cs+], predict the reaction product. The product is: [Cl:1][C:2]1[N:7]=[C:6]([NH:8][C:11]2[CH:16]=[CH:15][C:14]([F:17])=[C:13]([O:18][CH3:19])[CH:12]=2)[C:5]([CH3:9])=[CH:4][N:3]=1. (4) Given the reactants [CH3:1][S:2]([NH:5][C:6]1[CH:11]=[CH:10][C:9]([C:12]([CH3:17])([CH3:16])C(O)=O)=[CH:8][CH:7]=1)(=[O:4])=[O:3].CC[N:20]([CH2:23]C)CC.C1(P(N=[N+]=[N-])(C2C=CC=CC=2)=[O:32])C=CC=CC=1.[CH2:42]([OH:49])[C:43]1[CH:48]=[CH:47][CH:46]=[CH:45][CH:44]=1, predict the reaction product. The product is: [CH3:17][C:12]([NH:20][C:23](=[O:32])[O:49][CH2:42][C:43]1[CH:48]=[CH:47][CH:46]=[CH:45][CH:44]=1)([C:9]1[CH:8]=[CH:7][C:6]([NH:5][S:2]([CH3:1])(=[O:3])=[O:4])=[CH:11][CH:10]=1)[CH3:16]. (5) The product is: [NH2:14][C:15]1[C:24]([NH:25][C:9](=[O:11])[C:8]2[C:3]([C:2]([F:1])([F:13])[F:12])=[CH:4][CH:5]=[N:6][CH:7]=2)=[CH:23][CH:22]=[CH:21][C:16]=1[C:17]([O:19][CH3:20])=[O:18]. Given the reactants [F:1][C:2]([F:13])([F:12])[C:3]1[C:8]([C:9]([OH:11])=O)=[CH:7][N:6]=[CH:5][CH:4]=1.[NH2:14][C:15]1[C:24]([NH2:25])=[CH:23][CH:22]=[CH:21][C:16]=1[C:17]([O:19][CH3:20])=[O:18].CN(C(ON1N=NC2C=CC=NC1=2)=[N+](C)C)C.F[P-](F)(F)(F)(F)F.CCN(C(C)C)C(C)C, predict the reaction product. (6) Given the reactants [NH:1]([C:12]([O:14][CH2:15][C:16]1[CH:21]=[CH:20][CH:19]=[CH:18][CH:17]=1)=[O:13])[C@H:2]([C:9]([OH:11])=O)[C:3]1[CH:8]=[CH:7][CH:6]=[CH:5][CH:4]=1.[CH3:22][O:23][CH2:24][CH2:25][O:26][CH2:27][CH2:28][O:29][CH2:30][CH2:31][O:32][CH2:33][CH2:34][O:35][CH2:36][CH2:37][O:38][C@H:39]1[CH2:43][CH2:42][NH:41][CH2:40]1.C(N(CC)C(C)C)(C)C.F[B-](F)(F)F.N1(OC(N(C)C)=[N+](C)C)C2C=CC=CC=2N=N1, predict the reaction product. The product is: [O:11]=[C:9]([N:41]1[CH2:42][CH2:43][C@H:39]([O:38][CH2:37][CH2:36][O:35][CH2:34][CH2:33][O:32][CH2:31][CH2:30][O:29][CH2:28][CH2:27][O:26][CH2:25][CH2:24][O:23][CH3:22])[CH2:40]1)[C@@H:2]([NH:1][C:12](=[O:13])[O:14][CH2:15][C:16]1[CH:21]=[CH:20][CH:19]=[CH:18][CH:17]=1)[C:3]1[CH:4]=[CH:5][CH:6]=[CH:7][CH:8]=1. (7) Given the reactants [O:1]([C:8]1[CH:13]=[CH:12][CH:11]=[CH:10][CH:9]=1)[C:2]1[CH:7]=[CH:6][CH:5]=[CH:4][CH:3]=1.[S:14](Cl)([Cl:17])(=[O:16])=[O:15].[NH:19]1[C:27]2[CH:26]=[CH:25][N:24]=[C:23]([N:28]3[CH2:33][CH2:32][N:31](C(OC(C)(C)C)=O)[CH2:30][CH2:29]3)[C:22]=2[CH:21]=[CH:20]1, predict the reaction product. The product is: [ClH:17].[O:1]([C:8]1[CH:9]=[CH:10][C:11]([S:14]([N:19]2[C:27]3[CH:26]=[CH:25][N:24]=[C:23]([N:28]4[CH2:29][CH2:30][NH:31][CH2:32][CH2:33]4)[C:22]=3[CH:21]=[CH:20]2)(=[O:16])=[O:15])=[CH:12][CH:13]=1)[C:2]1[CH:7]=[CH:6][CH:5]=[CH:4][CH:3]=1. (8) Given the reactants CS(Cl)(=O)=O.[Cl:6][C:7]1[C:15]2[N:14]=[C:13]([NH:16][C:17]3[C:22]([Cl:23])=[CH:21][C:20]([Cl:24])=[CH:19][N:18]=3)[N:12]([CH2:25][CH2:26][CH2:27]O)[C:11]=2[C:10]([C:29]([O:31][CH3:32])=[O:30])=[CH:9][CH:8]=1.S([O-])(=O)(=O)C.C(=O)([O-])[O-].[K+].[K+], predict the reaction product. The product is: [Cl:6][C:7]1[CH:8]=[CH:9][C:10]([C:29]([O:31][CH3:32])=[O:30])=[C:11]2[C:15]=1[N:14]=[C:13]1[N:16]([C:17]3[C:22]([Cl:23])=[CH:21][C:20]([Cl:24])=[CH:19][N:18]=3)[CH2:27][CH2:26][CH2:25][N:12]21.